This data is from Peptide-MHC class I binding affinity with 185,985 pairs from IEDB/IMGT. The task is: Regression. Given a peptide amino acid sequence and an MHC pseudo amino acid sequence, predict their binding affinity value. This is MHC class I binding data. The binding affinity (normalized) is 0.315. The peptide sequence is QEDEEHYL. The MHC is Mamu-B01 with pseudo-sequence Mamu-B01.